Dataset: Forward reaction prediction with 1.9M reactions from USPTO patents (1976-2016). Task: Predict the product of the given reaction. Given the reactants [Li][CH2:2][CH2:3][CH2:4][CH3:5].[N:6]1[C:15]2[CH2:14][CH2:13][CH2:12][CH2:11][C:10]=2[CH:9]=[CH:8][CH:7]=1.C(Br)(CC)C, predict the reaction product. The product is: [CH:3]([CH:14]1[C:15]2[N:6]=[CH:7][CH:8]=[CH:9][C:10]=2[CH2:11][CH2:12][CH2:13]1)([CH2:4][CH3:5])[CH3:2].